Dataset: Catalyst prediction with 721,799 reactions and 888 catalyst types from USPTO. Task: Predict which catalyst facilitates the given reaction. (1) Reactant: [C:1]([O:5][C:6](=[O:26])[NH:7][C:8]1[C:17]2[C:12](=[CH:13][CH:14]=[CH:15][CH:16]=2)[C:11]([O:18][C:19]2[CH:24]=[CH:23][N:22]=[C:21](Cl)[CH:20]=2)=[CH:10][CH:9]=1)([CH3:4])([CH3:3])[CH3:2].[NH2:27][C:28]1[CH:29]=[C:30]([CH:34]=[C:35]([O:37][CH3:38])[CH:36]=1)[C:31]([OH:33])=[O:32].C([O-])([O-])=O.[Cs+].[Cs+].C1(P(C2C=CC=CC=2)C2C=CC3C(=CC=CC=3)C=2C2C3C(=CC=CC=3)C=CC=2P(C2C=CC=CC=2)C2C=CC=CC=2)C=CC=CC=1. Product: [C:1]([O:5][C:6]([NH:7][C:8]1[C:17]2[C:12](=[CH:13][CH:14]=[CH:15][CH:16]=2)[C:11]([O:18][C:19]2[CH:24]=[CH:23][N:22]=[C:21]([NH:27][C:28]3[CH:29]=[C:30]([CH:34]=[C:35]([O:37][CH3:38])[CH:36]=3)[C:31]([OH:33])=[O:32])[CH:20]=2)=[CH:10][CH:9]=1)=[O:26])([CH3:4])([CH3:3])[CH3:2]. The catalyst class is: 62. (2) Reactant: [Br:1][C:2]1[CH:11]=[CH:10][C:9]([OH:12])=[CH:8][C:3]=1[C:4]([O:6][CH3:7])=[O:5].C(=O)([O-])[O-].[Cs+].[Cs+].Cl[C:20]([F:26])([F:25])C(OC)=O. Product: [Br:1][C:2]1[CH:11]=[CH:10][C:9]([O:12][CH:20]([F:26])[F:25])=[CH:8][C:3]=1[C:4]([O:6][CH3:7])=[O:5]. The catalyst class is: 3. (3) Reactant: [CH2:1]([NH:3][C:4]1[CH:9]=[CH:8][C:7]([N+:10]([O-:12])=[O:11])=[CH:6][C:5]=1[OH:13])[CH3:2].[Br:14][CH2:15][CH2:16][CH2:17]O.C(P(CCCC)CCCC)CCC.CCOC(/N=N/C(OCC)=O)=O. Product: [Br:14][CH2:15][CH2:16][CH2:17][O:13][C:5]1[CH:6]=[C:7]([N+:10]([O-:12])=[O:11])[CH:8]=[CH:9][C:4]=1[NH:3][CH2:1][CH3:2]. The catalyst class is: 207. (4) Reactant: [F:1][C@H:2]1[CH2:19][C@@:17]2([CH3:18])[C@@H:13]([CH2:14][CH2:15][C:16]2=[O:20])[C@H:12]2[C@H:3]1[C:4]1[CH:5]=[CH:6][C:7]([OH:27])=[CH:8][C:9]=1[CH2:10][C@H:11]2[CH2:21][CH2:22][CH2:23][CH2:24][CH2:25]I.[CH3:28][NH:29][CH2:30][CH:31]=[C:32]([F:43])[C:33]([F:42])([F:41])[C:34]([F:40])([F:39])[C:35]([F:38])([F:37])[F:36]. Product: [F:1][C@H:2]1[CH2:19][C@@:17]2([CH3:18])[C@@H:13]([CH2:14][CH2:15][C:16]2=[O:20])[C@H:12]2[C@H:3]1[C:4]1[CH:5]=[CH:6][C:7]([OH:27])=[CH:8][C:9]=1[CH2:10][C@H:11]2[CH2:21][CH2:22][CH2:23][CH2:24][CH2:25][N:29]([CH3:28])[CH2:30][CH:31]=[C:32]([F:43])[C:33]([F:41])([F:42])[C:34]([F:39])([F:40])[C:35]([F:36])([F:37])[F:38]. The catalyst class is: 60. (5) Reactant: [F:1][C:2]1[C:3]2[N:11]([C@H:12]3[C@H:19]4[C@H:15]([O:16]C(C)(C)[O:18]4)[CH2:14][CH:13]3[F:22])[CH:10]=[N:9][C:4]=2[C:5]([NH2:8])=[N:6][CH:7]=1.[ClH:23]. Product: [NH2:8][C:5]1[C:4]2[N:9]=[CH:10][N:11]([C@@H:12]3[CH:13]([F:22])[CH2:14][C@@H:15]([OH:16])[C@H:19]3[OH:18])[C:3]=2[C:2]([F:1])=[CH:7][N:6]=1.[ClH:23]. The catalyst class is: 5. (6) Reactant: [C:1]([C:3]1[CH:4]=[C:5]([C:13]2[O:17][N:16]=[C:15]([C:18]3[CH:19]=[CH:20][C:21]4[O:27][CH2:26][CH2:25][N:24](C(OC(C)(C)C)=O)[CH2:23][C:22]=4[CH:35]=3)[N:14]=2)[CH:6]=[CH:7][C:8]=1[O:9][CH:10]([CH3:12])[CH3:11])#[N:2].[ClH:36]. Product: [ClH:36].[CH3:12][CH:10]([O:9][C:8]1[CH:7]=[CH:6][C:5]([C:13]2[O:17][N:16]=[C:15]([C:18]3[CH:19]=[CH:20][C:21]4[O:27][CH2:26][CH2:25][NH:24][CH2:23][C:22]=4[CH:35]=3)[N:14]=2)=[CH:4][C:3]=1[C:1]#[N:2])[CH3:11]. The catalyst class is: 12.